Dataset: Full USPTO retrosynthesis dataset with 1.9M reactions from patents (1976-2016). Task: Predict the reactants needed to synthesize the given product. (1) Given the product [Cl:27][C:28]1[CH:29]=[C:30]([CH:41]=[CH:42][CH:43]=1)[CH2:31][NH:32][C:33]1[CH:34]=[C:35]([CH:39]([C:10]2[C:4]3[C:5](=[N:6][CH:7]=[C:2]([F:1])[CH:3]=3)[N:8]([Si:12]([CH:19]([CH3:21])[CH3:20])([CH:16]([CH3:18])[CH3:17])[CH:13]([CH3:15])[CH3:14])[CH:9]=2)[OH:40])[N:36]([CH3:38])[N:37]=1, predict the reactants needed to synthesize it. The reactants are: [F:1][C:2]1[CH:3]=[C:4]2[C:10](I)=[CH:9][N:8]([Si:12]([CH:19]([CH3:21])[CH3:20])([CH:16]([CH3:18])[CH3:17])[CH:13]([CH3:15])[CH3:14])[C:5]2=[N:6][CH:7]=1.C([Mg]Cl)(C)C.[Cl:27][C:28]1[CH:29]=[C:30]([CH:41]=[CH:42][CH:43]=1)[CH2:31][NH:32][C:33]1[CH:34]=[C:35]([CH:39]=[O:40])[N:36]([CH3:38])[N:37]=1. (2) Given the product [CH3:25][C:20](=[CH2:19])[CH2:21][C:22]([O:11][CH2:10]/[CH:9]=[C:7](/[CH2:6][CH2:5][CH:4]=[C:2]([CH3:1])[CH3:3])\[CH3:8])=[O:23], predict the reactants needed to synthesize it. The reactants are: [CH3:1][C:2](=[CH:4][CH2:5][CH2:6]/[C:7](=[CH:9]/[CH2:10][OH:11])/[CH3:8])[CH3:3].C(N(CC)CC)C.[CH3:19][C:20]([CH3:25])=[CH:21][C:22](Cl)=[O:23].COC1C=CC(C=O)=CC=1. (3) The reactants are: [CH3:1][O:2][C:3]1[CH:8]=[CH:7][C:6]([S:9][CH2:10][C:11](O)=O)=[CH:5][CH:4]=1.COC1C=CC(S)=CC=1.BrCC[CH2:26][CH2:27][C:28]([O:30]CC)=[O:29].[OH-].[K+]. Given the product [CH3:1][O:2][C:3]1[CH:4]=[CH:5][C:6]([S:9][CH2:10][CH2:11][CH2:26][CH2:27][C:28]([OH:30])=[O:29])=[CH:7][CH:8]=1, predict the reactants needed to synthesize it. (4) The reactants are: C(=O)([O-])[O-].[Cs+].[Cs+].C1(P(C2C=CC=CC=2)C2C=CC3C(=CC=CC=3)C=2C2C3C(=CC=CC=3)C=CC=2P(C2C=CC=CC=2)C2C=CC=CC=2)C=CC=CC=1.Br[C:54]1[S:58][C:57]([C:59]([O:61][CH2:62][CH3:63])=[O:60])=[CH:56][CH:55]=1.[NH:64]1[CH2:69][CH2:68][CH2:67][CH2:66][CH2:65]1. Given the product [CH2:62]([O:61][C:59]([C:57]1[S:58][C:54]([N:64]2[CH2:69][CH2:68][CH2:67][CH2:66][CH2:65]2)=[CH:55][CH:56]=1)=[O:60])[CH3:63], predict the reactants needed to synthesize it. (5) Given the product [CH3:20][O:19][C:16]1[CH:15]=[CH:14][C:13]([C:4]2[CH:3]=[C:25]([C:26]3[S:27][CH:28]=[CH:29][N:30]=3)[C:24](=[O:31])[N:23]([CH3:22])[C:5]=2[C:7]2[CH:8]=[CH:9][N:10]=[CH:11][CH:12]=2)=[CH:18][CH:17]=1, predict the reactants needed to synthesize it. The reactants are: CN(C)[CH:3]=[C:4]([C:13]1[CH:18]=[CH:17][C:16]([O:19][CH3:20])=[CH:15][CH:14]=1)[C:5]([C:7]1[CH:12]=[CH:11][N:10]=[CH:9][CH:8]=1)=O.[CH3:22][NH:23][C:24](=[O:31])[CH2:25][C:26]1[S:27][CH:28]=[CH:29][N:30]=1.CO.[H-].[Na+].